Task: Predict the product of the given reaction.. Dataset: Forward reaction prediction with 1.9M reactions from USPTO patents (1976-2016) (1) Given the reactants [CH2:1]([O:5][CH2:6][CH2:7][O:8][C:9]1[CH:14]=[CH:13][C:12]([C:15]2[CH:16]=[CH:17][C:18]3[N:24]([CH2:25][CH2:26][CH3:27])[CH2:23][CH2:22][C:21]([C:28](O)=[O:29])=[CH:20][C:19]=3[CH:31]=2)=[CH:11][CH:10]=1)[CH2:2][CH2:3][CH3:4].CN(C=O)C.S(Cl)(Cl)=O.[N:41]1[CH:46]=[CH:45][CH:44]=[CH:43][C:42]=1[S:47][C:48]1[CH:54]=[CH:53][C:51]([NH2:52])=[CH:50][CH:49]=1, predict the reaction product. The product is: [CH2:1]([O:5][CH2:6][CH2:7][O:8][C:9]1[CH:10]=[CH:11][C:12]([C:15]2[CH:16]=[CH:17][C:18]3[N:24]([CH2:25][CH2:26][CH3:27])[CH2:23][CH2:22][C:21]([C:28]([NH:52][C:51]4[CH:53]=[CH:54][C:48]([S:47][C:42]5[CH:43]=[CH:44][CH:45]=[CH:46][N:41]=5)=[CH:49][CH:50]=4)=[O:29])=[CH:20][C:19]=3[CH:31]=2)=[CH:13][CH:14]=1)[CH2:2][CH2:3][CH3:4]. (2) Given the reactants [CH3:1][C@H:2]1[CH2:7][CH2:6][C@H:5]([CH2:8][OH:9])[CH2:4][CH2:3]1.[Cl:10][C:11]1[C:12](F)=[CH:13][C:14]([F:24])=[C:15]([CH:23]=1)[C:16]([O:18][C:19]([CH3:22])([CH3:21])[CH3:20])=[O:17].C(=O)([O-])[O-].[Cs+].[Cs+], predict the reaction product. The product is: [Cl:10][C:11]1[C:12]([O:9][CH2:8][C@H:5]2[CH2:6][CH2:7][C@H:2]([CH3:1])[CH2:3][CH2:4]2)=[CH:13][C:14]([F:24])=[C:15]([CH:23]=1)[C:16]([O:18][C:19]([CH3:20])([CH3:21])[CH3:22])=[O:17]. (3) The product is: [Cl:1][C:2]1[CH:26]=[CH:25][C:5]([CH2:6][O:7][C:8](=[O:24])[N:9]([CH2:10][CH3:11])[CH2:12][C:13]2[CH:18]=[C:17]([C:19]([F:22])([F:21])[F:20])[CH:16]=[CH:15][C:14]=2[B:27]2[O:31][C:30]([CH3:33])([CH3:32])[C:29]([CH3:35])([CH3:34])[O:28]2)=[CH:4][CH:3]=1. Given the reactants [Cl:1][C:2]1[CH:26]=[CH:25][C:5]([CH2:6][O:7][C:8](=[O:24])[N:9]([CH2:12][C:13]2[CH:18]=[C:17]([C:19]([F:22])([F:21])[F:20])[CH:16]=[CH:15][C:14]=2Br)[CH2:10][CH3:11])=[CH:4][CH:3]=1.[B:27]1([B:27]2[O:31][C:30]([CH3:33])([CH3:32])[C:29]([CH3:35])([CH3:34])[O:28]2)[O:31][C:30]([CH3:33])([CH3:32])[C:29]([CH3:35])([CH3:34])[O:28]1, predict the reaction product. (4) The product is: [CH3:1][O:2][C:3]([C:4]1[N:18]=[C:15]([CH3:16])[S:17][C:5]=1[C:6]1[CH:11]=[CH:10][CH:9]=[CH:8][CH:7]=1)=[O:14]. Given the reactants [CH3:1][O:2][C:3](=[O:14])[C:4](=O)[CH:5](Cl)[C:6]1[CH:11]=[CH:10][CH:9]=[CH:8][CH:7]=1.[C:15]([NH2:18])(=[S:17])[CH3:16], predict the reaction product. (5) Given the reactants [N:1]([CH2:4][C@@H:5]1[C@@H:9](O)[CH2:8][N:7]([C:11]([O:13][CH2:14][C:15]2[CH:20]=[CH:19][CH:18]=[CH:17][CH:16]=2)=[O:12])[CH2:6]1)=[N+:2]=[N-:3].C(N(S(F)(F)[F:27])CC)C.C(=O)([O-])O.[Na+], predict the reaction product. The product is: [N:1]([CH2:4][C@@H:5]1[C@H:9]([F:27])[CH2:8][N:7]([C:11]([O:13][CH2:14][C:15]2[CH:20]=[CH:19][CH:18]=[CH:17][CH:16]=2)=[O:12])[CH2:6]1)=[N+:2]=[N-:3]. (6) Given the reactants Cl[C:2]1[C:11]([N+:12]([O-:14])=[O:13])=[CH:10][C:5]([C:6]([O:8][CH3:9])=[O:7])=[CH:4][C:3]=1[O:15][CH3:16].[CH3:17][NH2:18], predict the reaction product. The product is: [CH3:16][O:15][C:3]1[CH:4]=[C:5]([CH:10]=[C:11]([N+:12]([O-:14])=[O:13])[C:2]=1[NH:18][CH3:17])[C:6]([O:8][CH3:9])=[O:7]. (7) Given the reactants [C:1]([O:5][C:6]([NH:8][C:9]1[N:14]=[CH:13][C:12]([CH2:15][C:16]([O:18]CC)=[O:17])=[CH:11][CH:10]=1)=[O:7])([CH3:4])([CH3:3])[CH3:2].[OH-].[Na+], predict the reaction product. The product is: [C:1]([O:5][C:6]([NH:8][C:9]1[N:14]=[CH:13][C:12]([CH2:15][C:16]([OH:18])=[O:17])=[CH:11][CH:10]=1)=[O:7])([CH3:4])([CH3:2])[CH3:3]. (8) Given the reactants O(Cl)[Cl:2].[P+3].[NH2:5][C:6]1[CH:7]=[N:8][C:9]2[C:14]([C:15]=1O)=[N:13][CH:12]=[CH:11][CH:10]=2.O.C(=O)([O-])[O-].[Na+].[Na+], predict the reaction product. The product is: [Cl:2][C:15]1[C:14]2[C:9](=[CH:10][CH:11]=[CH:12][N:13]=2)[N:8]=[CH:7][C:6]=1[NH2:5]. (9) Given the reactants C([N:14]1[CH2:17][C:16]([NH:19][C:20]2[CH:21]=[C:22]3[C:31](=[CH:32][C:33]=2[C:34]2[CH:39]=[CH:38][CH:37]=[CH:36][CH:35]=2)[O:30][CH2:29][C:28]2[N:23]3[CH:24]([CH3:41])[C:25](=[O:40])[NH:26][N:27]=2)([CH3:18])[CH2:15]1)(C1C=CC=CC=1)C1C=CC=CC=1, predict the reaction product. The product is: [CH3:41][CH:24]1[N:23]2[C:28]([CH2:29][O:30][C:31]3[C:22]2=[CH:21][C:20]([NH:19][C:16]2([CH3:18])[CH2:17][NH:14][CH2:15]2)=[C:33]([C:34]2[CH:35]=[CH:36][CH:37]=[CH:38][CH:39]=2)[CH:32]=3)=[N:27][NH:26][C:25]1=[O:40].